Dataset: Reaction yield outcomes from USPTO patents with 853,638 reactions. Task: Predict the reaction yield, written as a fraction of the theoretical maximum amount of product (1.0 means a 100% yield; for example, 0.34 means a 34% yield). The reactants are [CH3:1][C:2]1[C:11]([O:12]C(=O)C)=[CH:10][CH:9]=[C:8]2[C:3]=1[C:4](=O)[CH:5]=[CH:6][NH:7]2.O=P(Cl)(Cl)[Cl:19]. The catalyst is C(Cl)(Cl)Cl. The product is [Cl:19][C:4]1[C:3]2[C:8](=[CH:9][CH:10]=[C:11]([OH:12])[C:2]=2[CH3:1])[N:7]=[CH:6][CH:5]=1. The yield is 1.00.